Dataset: Full USPTO retrosynthesis dataset with 1.9M reactions from patents (1976-2016). Task: Predict the reactants needed to synthesize the given product. The reactants are: C([O:8][C:9]([C@@H:11]1[CH2:15][CH2:14][CH2:13][N:12]1[C:16](=[O:29])[C@H:17]([NH:24][C:25]([O:27][CH3:28])=[O:26])[C:18]1[CH:23]=[CH:22][CH:21]=[CH:20][CH:19]=1)=[O:10])C1C=CC=CC=1. Given the product [CH3:28][O:27][C:25]([NH:24][C@H:17]([C:18]1[CH:19]=[CH:20][CH:21]=[CH:22][CH:23]=1)[C:16]([N:12]1[CH2:13][CH2:14][CH2:15][C@H:11]1[C:9]([OH:10])=[O:8])=[O:29])=[O:26], predict the reactants needed to synthesize it.